Dataset: NCI-60 drug combinations with 297,098 pairs across 59 cell lines. Task: Regression. Given two drug SMILES strings and cell line genomic features, predict the synergy score measuring deviation from expected non-interaction effect. (1) Drug 1: CC12CCC3C(C1CCC2=O)CC(=C)C4=CC(=O)C=CC34C. Drug 2: COC1=CC(=CC(=C1O)OC)C2C3C(COC3=O)C(C4=CC5=C(C=C24)OCO5)OC6C(C(C7C(O6)COC(O7)C8=CC=CS8)O)O. Cell line: RPMI-8226. Synergy scores: CSS=64.2, Synergy_ZIP=0.613, Synergy_Bliss=0.0929, Synergy_Loewe=-1.21, Synergy_HSA=2.12. (2) Drug 1: CC12CCC3C(C1CCC2=O)CC(=C)C4=CC(=O)C=CC34C. Drug 2: CC=C1C(=O)NC(C(=O)OC2CC(=O)NC(C(=O)NC(CSSCCC=C2)C(=O)N1)C(C)C)C(C)C. Cell line: HL-60(TB). Synergy scores: CSS=96.7, Synergy_ZIP=-1.02, Synergy_Bliss=-5.58, Synergy_Loewe=-45.7, Synergy_HSA=-5.90.